Dataset: Reaction yield outcomes from USPTO patents with 853,638 reactions. Task: Predict the reaction yield, written as a fraction of the theoretical maximum amount of product (1.0 means a 100% yield; for example, 0.34 means a 34% yield). The reactants are C([O:8][C:9]1[CH:14]=[CH:13][C:12]([S:15]([NH:18][C:19]2[CH:20]=[CH:21][C:22]3[CH2:26][O:25][B:24]([OH:27])[C:23]=3[CH:28]=2)(=[O:17])=[O:16])=[C:11]([N+:29]([O-])=O)[CH:10]=1)C1C=CC=CC=1. The catalyst is CO.[Pd]. The product is [NH2:29][C:11]1[CH:10]=[C:9]([OH:8])[CH:14]=[CH:13][C:12]=1[S:15]([NH:18][C:19]1[CH:20]=[CH:21][C:22]2[CH2:26][O:25][B:24]([OH:27])[C:23]=2[CH:28]=1)(=[O:16])=[O:17]. The yield is 0.910.